Dataset: Forward reaction prediction with 1.9M reactions from USPTO patents (1976-2016). Task: Predict the product of the given reaction. (1) Given the reactants [OH:1][C:2]1[CH:11]=[CH:10][C:5]2[CH2:6][O:7][B:8]([OH:9])[C:4]=2[CH:3]=1.[H-].[Na+].Br[CH2:15][CH:16]=[CH2:17].Cl, predict the reaction product. The product is: [CH2:17]([O:1][C:2]1[CH:11]=[CH:10][C:5]2[CH2:6][O:7][B:8]([OH:9])[C:4]=2[CH:3]=1)[CH:16]=[CH2:15]. (2) Given the reactants [Cl:1][C:2]1[CH:7]=[CH:6][C:5]([CH:8]2[C:12]([C:15]3[CH:20]=[CH:19][C:18]([Cl:21])=[CH:17][C:16]=3[F:22])([C:13]#[N:14])[CH:11]([CH2:23][C:24]([CH3:27])([CH3:26])[CH3:25])[CH2:10][NH:9]2)=[C:4]([F:28])[CH:3]=1.[C:29](Cl)(Cl)=[O:30].C(N(CC)CC)C.Cl.[CH3:41][O:42][C:43](=[O:52])[C:44]1[CH:49]=[CH:48][C:47]([CH2:50][NH2:51])=[CH:46][CH:45]=1, predict the reaction product. The product is: [CH3:41][O:42][C:43](=[O:52])[C:44]1[CH:49]=[CH:48][C:47]([CH2:50][NH:51][C:29]([N:9]2[CH2:10][C@@H:11]([CH2:23][C:24]([CH3:25])([CH3:27])[CH3:26])[C@@:12]([C:15]3[CH:20]=[CH:19][C:18]([Cl:21])=[CH:17][C:16]=3[F:22])([C:13]#[N:14])[C@H:8]2[C:5]2[CH:6]=[CH:7][C:2]([Cl:1])=[CH:3][C:4]=2[F:28])=[O:30])=[CH:46][CH:45]=1. (3) Given the reactants [NH2:1][C:2]1[N:6]([C:7]2[CH:12]=[CH:11][N:10]=[C:9](Cl)[CH:8]=2)[N:5]=[C:4]([NH:14][C:15]2[CH:20]=[CH:19][C:18]([NH:21][C:22](=[O:24])[CH3:23])=[CH:17][CH:16]=2)[N:3]=1.[CH3:25][C@H:26]1[CH2:31][NH:30][CH2:29][C@@H:28]([CH3:32])[NH:27]1.CN1[C:38](=[O:39])[CH2:37]CC1, predict the reaction product. The product is: [C:38]([N:27]1[CH:28]([CH3:32])[CH2:29][N:30]([C:9]2[CH:8]=[C:7]([N:6]3[C:2]([NH2:1])=[N:3][C:4]([NH:14][C:15]4[CH:20]=[CH:19][C:18]([NH:21][C:22](=[O:24])[CH3:23])=[CH:17][CH:16]=4)=[N:5]3)[CH:12]=[CH:11][N:10]=2)[CH2:31][CH:26]1[CH3:25])(=[O:39])[CH3:37]. (4) Given the reactants [CH3:1][S:2]([NH:5][C:6]1[CH:7]=[C:8]2[C:12](=[CH:13][CH:14]=1)[N:11]([CH2:15][C:16]([O:18]C)=[O:17])[C:10](=[O:20])[CH2:9]2)(=[O:4])=[O:3].Cl, predict the reaction product. The product is: [CH3:1][S:2]([NH:5][C:6]1[CH:7]=[C:8]2[C:12](=[CH:13][CH:14]=1)[N:11]([CH2:15][C:16]([OH:18])=[O:17])[C:10](=[O:20])[CH2:9]2)(=[O:3])=[O:4]. (5) Given the reactants C(N(CC)CC)C.C1(O[C:15](=[O:33])[NH:16][C:17]2[CH:22]=[C:21]([C:23]([CH3:26])([CH3:25])[CH3:24])[CH:20]=[C:19]([C:27](=[O:30])[NH:28][CH3:29])[C:18]=2[O:31][CH3:32])C=CC=CC=1.[NH2:34][C:35]1[C:44]2[C:39](=[CH:40][CH:41]=[CH:42][CH:43]=2)[C:38]([O:45][C:46]2[CH:51]=[CH:50][N:49]=[C:48]([NH:52][C:53]3[CH:58]=[C:57]([O:59][CH2:60][CH2:61][O:62][CH2:63][CH2:64][O:65][CH2:66][CH2:67][O:68][CH3:69])[CH:56]=[C:55]([O:70][CH3:71])[CH:54]=3)[N:47]=2)=[CH:37][CH:36]=1, predict the reaction product. The product is: [C:23]([C:21]1[CH:22]=[C:17]([NH:16][C:15]([NH:34][C:35]2[C:44]3[C:39](=[CH:40][CH:41]=[CH:42][CH:43]=3)[C:38]([O:45][C:46]3[CH:51]=[CH:50][N:49]=[C:48]([NH:52][C:53]4[CH:58]=[C:57]([O:59][CH2:60][CH2:61][O:62][CH2:63][CH2:64][O:65][CH2:66][CH2:67][O:68][CH3:69])[CH:56]=[C:55]([O:70][CH3:71])[CH:54]=4)[N:47]=3)=[CH:37][CH:36]=2)=[O:33])[C:18]([O:31][CH3:32])=[C:19]([CH:20]=1)[C:27]([NH:28][CH3:29])=[O:30])([CH3:24])([CH3:25])[CH3:26]. (6) Given the reactants [F:1][C:2]1([CH3:9])[CH2:5][CH:4]([C:6]([OH:8])=O)[CH2:3]1.[F:10][C:11]1[CH:12]=[C:13]([CH2:28][N:29]2[CH2:34][CH2:33][NH:32][C@@H:31]([CH3:35])[CH2:30]2)[C:14]([CH3:27])=[C:15]([NH:17][C:18](=[O:26])[C:19]2[CH:24]=[CH:23][C:22]([CH3:25])=[N:21][CH:20]=2)[CH:16]=1.CCN(C(C)C)C(C)C.CN(C(ON1N=NC2C=CC=NC1=2)=[N+](C)C)C.F[P-](F)(F)(F)(F)F, predict the reaction product. The product is: [F:10][C:11]1[CH:12]=[C:13]([CH2:28][N:29]2[CH2:34][CH2:33][N:32]([C:6]([CH:4]3[CH2:3][C:2]([F:1])([CH3:9])[CH2:5]3)=[O:8])[C@@H:31]([CH3:35])[CH2:30]2)[C:14]([CH3:27])=[C:15]([NH:17][C:18](=[O:26])[C:19]2[CH:24]=[CH:23][C:22]([CH3:25])=[N:21][CH:20]=2)[CH:16]=1.